From a dataset of Catalyst prediction with 721,799 reactions and 888 catalyst types from USPTO. Predict which catalyst facilitates the given reaction. (1) Reactant: [C:1]([C:5]1[CH:47]=[CH:46][C:8]2[N:9](COCC[Si](C)(C)C)[C:10]([CH2:12][CH2:13][CH2:14][CH2:15][S:16][CH2:17][C@@H:18]3[C@H:22]4[O:23]C(C)(C)[O:25][C@H:21]4[C@H:20]([N:28]4[CH:36]=[N:35][C:34]5[C:29]4=[N:30][CH:31]=[N:32][C:33]=5[NH2:37])[O:19]3)=[N:11][C:7]=2[CH:6]=1)([CH3:4])([CH3:3])[CH3:2]. Product: [NH2:37][C:33]1[N:32]=[CH:31][N:30]=[C:29]2[C:34]=1[N:35]=[CH:36][N:28]2[C@H:20]1[C@H:21]([OH:25])[C@H:22]([OH:23])[C@@H:18]([CH2:17][S:16][CH2:15][CH2:14][CH2:13][CH2:12][C:10]2[NH:9][C:8]3[CH:46]=[CH:47][C:5]([C:1]([CH3:4])([CH3:3])[CH3:2])=[CH:6][C:7]=3[N:11]=2)[O:19]1. The catalyst class is: 484. (2) Reactant: C[O:2][C:3](=[O:42])[CH2:4][C:5]1[CH:41]=[CH:40][CH:39]=[CH:38][C:6]=1[CH2:7][CH2:8][C:9]1[C:14]([C:15]([F:18])([F:17])[F:16])=[CH:13][N:12]=[C:11]([NH:19][C:20]2[CH:21]=[N:22][N:23]([CH:25]3[CH2:30][CH2:29][N:28]([C:31]([O:33][C:34]([CH3:37])([CH3:36])[CH3:35])=[O:32])[CH2:27][CH2:26]3)[CH:24]=2)[N:10]=1.O[Li].O. Product: [C:34]([O:33][C:31]([N:28]1[CH2:27][CH2:26][CH:25]([N:23]2[CH:24]=[C:20]([NH:19][C:11]3[N:10]=[C:9]([CH2:8][CH2:7][C:6]4[CH:38]=[CH:39][CH:40]=[CH:41][C:5]=4[CH2:4][C:3]([OH:42])=[O:2])[C:14]([C:15]([F:16])([F:17])[F:18])=[CH:13][N:12]=3)[CH:21]=[N:22]2)[CH2:30][CH2:29]1)=[O:32])([CH3:37])([CH3:35])[CH3:36]. The catalyst class is: 569.